This data is from Catalyst prediction with 721,799 reactions and 888 catalyst types from USPTO. The task is: Predict which catalyst facilitates the given reaction. Reactant: [OH:1][CH:2]1[CH2:7][CH2:6][N:5]([C:8](=[O:10])[CH3:9])[CH2:4][CH2:3]1.O[C:12]1[CH:19]=[CH:18][C:15]([CH:16]=[O:17])=[CH:14][CH:13]=1.C1(P(C2C=CC=CC=2)C2C=CC=CC=2)C=CC=CC=1.N(C(OC(C)C)=O)=NC(OC(C)C)=O. Product: [C:8]([N:5]1[CH2:6][CH2:7][CH:2]([O:1][C:12]2[CH:19]=[CH:18][C:15]([CH:16]=[O:17])=[CH:14][CH:13]=2)[CH2:3][CH2:4]1)(=[O:10])[CH3:9]. The catalyst class is: 1.